This data is from Peptide-MHC class I binding affinity with 185,985 pairs from IEDB/IMGT. The task is: Regression. Given a peptide amino acid sequence and an MHC pseudo amino acid sequence, predict their binding affinity value. This is MHC class I binding data. (1) The peptide sequence is FRYKSRCYV. The MHC is HLA-B40:01 with pseudo-sequence HLA-B40:01. The binding affinity (normalized) is 0.0847. (2) The peptide sequence is LAPNPNRFV. The MHC is Mamu-A11 with pseudo-sequence Mamu-A11. The binding affinity (normalized) is 0.0600. (3) The binding affinity (normalized) is 0.522. The MHC is BoLA-T2a with pseudo-sequence BoLA-T2a. The peptide sequence is LSMFVTNKK. (4) The peptide sequence is KPRNKGLRF. The MHC is HLA-B07:02 with pseudo-sequence HLA-B07:02. The binding affinity (normalized) is 0.936. (5) The peptide sequence is GEETIGEAFEW. The MHC is Mamu-B17 with pseudo-sequence Mamu-B17. The binding affinity (normalized) is 0.263. (6) The peptide sequence is VLFMVAWGK. The MHC is HLA-A31:01 with pseudo-sequence HLA-A31:01. The binding affinity (normalized) is 0.530. (7) The MHC is Mamu-B03 with pseudo-sequence Mamu-B03. The peptide sequence is PTSIPLAYF. The binding affinity (normalized) is 0.